This data is from Catalyst prediction with 721,799 reactions and 888 catalyst types from USPTO. The task is: Predict which catalyst facilitates the given reaction. Reactant: Br[CH:2]([CH2:8][CH2:9][CH2:10][CH2:11][CH2:12][CH2:13][CH2:14][CH2:15][CH3:16])[CH2:3][CH2:4][CH2:5][CH2:6][CH3:7].CN(C)CCN(C)C.[CH3:25][O:26][C:27]1[CH:32]=[CH:31][C:30]([Mg]Br)=[CH:29][CH:28]=1. Product: [CH3:25][O:26][C:27]1[CH:32]=[CH:31][C:30]([CH:2]([CH2:8][CH2:9][CH2:10][CH2:11][CH2:12][CH2:13][CH2:14][CH2:15][CH3:16])[CH2:3][CH2:4][CH2:5][CH2:6][CH3:7])=[CH:29][CH:28]=1. The catalyst class is: 1.